This data is from Catalyst prediction with 721,799 reactions and 888 catalyst types from USPTO. The task is: Predict which catalyst facilitates the given reaction. (1) Reactant: [CH2:1]([O:3][C:4]([C:6]1[CH:10]=[C:9]([CH3:11])[NH:8][N:7]=1)=[O:5])[CH3:2].[B-](F)(F)(F)[F:13].[B-](F)(F)(F)F.C1[N+]2(CCl)CC[N+](F)(CC2)C1. Product: [CH2:1]([O:3][C:4]([C:6]1[C:10]([F:13])=[C:9]([CH3:11])[NH:8][N:7]=1)=[O:5])[CH3:2]. The catalyst class is: 10. (2) Reactant: [N+:1]([O:4][CH:5]1[CH2:10][CH2:9][N:8]([C:11]([O:13][C@@H:14]2[CH2:18][O:17][C@@H:16]3[C@H:19]([OH:22])[CH2:20][O:21][C@H:15]23)=[O:12])[CH2:7][CH2:6]1)([O-:3])=[O:2].CCN(CC)CC.Cl[C:31]([O:33][C:34]1[CH:39]=[CH:38][C:37]([N+:40]([O-:42])=[O:41])=[CH:36][CH:35]=1)=[O:32]. Product: [N+:40]([C:37]1[CH:38]=[CH:39][C:34]([O:33][C:31]([O:22][C@H:19]2[C@H:16]3[O:17][CH2:18][C@@H:14]([O:13][C:11]([N:8]4[CH2:7][CH2:6][CH:5]([O:4][N+:1]([O-:3])=[O:2])[CH2:10][CH2:9]4)=[O:12])[C@H:15]3[O:21][CH2:20]2)=[O:32])=[CH:35][CH:36]=1)([O-:42])=[O:41]. The catalyst class is: 1. (3) Reactant: [CH:1]([S:4][C:5]1[C:10]([CH2:11]O)=[CH:9][CH:8]=[CH:7][N:6]=1)([CH3:3])[CH3:2].O=S(Cl)[Cl:15]. Product: [Cl:15][CH2:11][C:10]1[C:5]([S:4][CH:1]([CH3:3])[CH3:2])=[N:6][CH:7]=[CH:8][CH:9]=1. The catalyst class is: 23. (4) Reactant: [CH3:1][N:2]1[CH2:7][CH2:6][N:5]([C:8]([O:10][C@@H:11]2[N:20]([C:21]3[CH:22]=[CH:23][C:24]([Cl:27])=[CH:25][N:26]=3)[C:18](=[O:19])[C:13]3[N:14]=[CH:15][CH:16]=[N:17][C:12]2=3)=[O:9])[CH2:4][CH2:3]1.O1CCCC1.[C:33]([OH:45])(=[O:44])[CH2:34][C:35]([CH2:40][C:41]([OH:43])=[O:42])([C:37]([OH:39])=[O:38])[OH:36].CN1CCN(C(OC2N(C3C=CC(Cl)=CN=3)C(=O)C3N=CC=NC2=3)=O)CC1. Product: [CH3:1][N:2]1[CH2:7][CH2:6][N:5]([C:8]([O:10][C@@H:11]2[N:20]([C:21]3[CH:22]=[CH:23][C:24]([Cl:27])=[CH:25][N:26]=3)[C:18](=[O:19])[C:13]3[N:14]=[CH:15][CH:16]=[N:17][C:12]2=3)=[O:9])[CH2:4][CH2:3]1.[C:33]([O-:45])(=[O:44])[CH2:34][C:35]([CH2:40][C:41]([O-:43])=[O:42])([C:37]([O-:39])=[O:38])[OH:36]. The catalyst class is: 13. (5) Reactant: [OH:1][CH:2]([C:6]1[CH:11]=[CH:10][C:9]([C:12]2[N:16]=[C:15]([C:17]3[O:21][N:20]=[C:19]([C:22]4[CH:27]=[CH:26][CH:25]=[CH:24][CH:23]=4)[C:18]=3[C:28]([F:31])([F:30])[F:29])[O:14][N:13]=2)=[CH:8][CH:7]=1)[C:3](O)=[O:4].C[N:33]1[CH2:38][CH2:37][O:36][CH2:35]C1.F[P-](F)(F)(F)(F)F.[N:46]1(O[P+](N(C)C)(N(C)C)N(C)C)[C:50]2C=CC=CC=2N=N1. Product: [OH:1][CH:2]([C:6]1[CH:11]=[CH:10][C:9]([C:12]2[N:16]=[C:15]([C:17]3[O:21][N:20]=[C:19]([C:22]4[CH:23]=[CH:24][CH:25]=[CH:26][CH:27]=4)[C:18]=3[C:28]([F:31])([F:30])[F:29])[O:14][N:13]=2)=[CH:8][CH:7]=1)[C:3]([NH:46][CH2:50][C:37]1[O:36][CH:35]=[N:33][CH:38]=1)=[O:4]. The catalyst class is: 3.